Task: Predict which catalyst facilitates the given reaction.. Dataset: Catalyst prediction with 721,799 reactions and 888 catalyst types from USPTO (1) Reactant: [C:1]1([CH2:7][CH2:8][CH2:9][CH2:10][CH2:11][CH2:12][CH2:13][CH2:14][NH:15][C:16](=[O:47])[C:17]2[CH:22]=[C:21]([C:23]3[CH:28]=[CH:27][CH:26]=[C:25]([C:29]([F:32])([F:31])[F:30])[CH:24]=3)[C:20]([O:33][CH2:34][CH2:35]Br)=[C:19]([C:37]3[CH:42]=[CH:41][CH:40]=[C:39]([C:43]([F:46])([F:45])[F:44])[CH:38]=3)[CH:18]=2)[CH:6]=[CH:5][CH:4]=[CH:3][CH:2]=1.C([O-])([O-])=O.[K+].[K+].[OH:54][C:55]1[CH:64]=[C:63]([OH:65])[CH:62]=[CH:61][C:56]=1[C:57]([O:59][CH3:60])=[O:58]. Product: [CH3:60][O:59][C:57](=[O:58])[C:56]1[CH:61]=[CH:62][C:63]([O:65][CH2:35][CH2:34][O:33][C:20]2[C:21]([C:23]3[CH:28]=[CH:27][CH:26]=[C:25]([C:29]([F:32])([F:31])[F:30])[CH:24]=3)=[CH:22][C:17]([C:16](=[O:47])[NH:15][CH2:14][CH2:13][CH2:12][CH2:11][CH2:10][CH2:9][CH2:8][CH2:7][C:1]3[CH:6]=[CH:5][CH:4]=[CH:3][CH:2]=3)=[CH:18][C:19]=2[C:37]2[CH:42]=[CH:41][CH:40]=[C:39]([C:43]([F:46])([F:45])[F:44])[CH:38]=2)=[CH:64][C:55]=1[OH:54]. The catalyst class is: 21. (2) Reactant: Cl.Cl.[CH3:3][C@@:4]1([CH2:15][N:16]2[CH2:21][CH2:20][NH:19][CH2:18][CH2:17]2)[O:8][C:7]2=[N:9][C:10]([N+:12]([O-:14])=[O:13])=[CH:11][N:6]2[CH2:5]1.C(N(CC)CC)C.[F:29][C:30]([F:41])([F:40])[C:31]1[CH:39]=[CH:38][C:34]([C:35](Cl)=[O:36])=[CH:33][CH:32]=1. Product: [CH3:3][C@@:4]1([CH2:15][N:16]2[CH2:17][CH2:18][N:19]([C:35]([C:34]3[CH:33]=[CH:32][C:31]([C:30]([F:29])([F:40])[F:41])=[CH:39][CH:38]=3)=[O:36])[CH2:20][CH2:21]2)[O:8][C:7]2=[N:9][C:10]([N+:12]([O-:14])=[O:13])=[CH:11][N:6]2[CH2:5]1. The catalyst class is: 2. (3) Reactant: [NH2:1][C:2]1[CH:7]=[CH:6][C:5]([C@@H:8]2[CH2:10][C@H:9]2[NH:11][C:12](=[O:18])[O:13][C:14]([CH3:17])([CH3:16])[CH3:15])=[CH:4][CH:3]=1.[Br:19][C:20]1[CH:21]=[C:22]([CH:26]=[CH:27][CH:28]=1)[C:23](Cl)=[O:24].C(N(CC)CC)C.O. Product: [Br:19][C:20]1[CH:21]=[C:22]([C:23]([NH:1][C:2]2[CH:7]=[CH:6][C:5]([C@@H:8]3[CH2:10][C@H:9]3[NH:11][C:12](=[O:18])[O:13][C:14]([CH3:15])([CH3:17])[CH3:16])=[CH:4][CH:3]=2)=[O:24])[CH:26]=[CH:27][CH:28]=1. The catalyst class is: 10. (4) Reactant: [C:1]([O:5][C:6]([N:8]1[CH2:12][CH2:11][CH2:10][C@H:9]1[CH2:13]I)=[O:7])([CH3:4])([CH3:3])[CH3:2].C(N(CC)CC)C.[H][H]. Product: [C:1]([O:5][C:6]([N:8]1[CH2:12][CH2:11][CH2:10][C@H:9]1[CH3:13])=[O:7])([CH3:4])([CH3:2])[CH3:3]. The catalyst class is: 19.